This data is from TCR-epitope binding with 47,182 pairs between 192 epitopes and 23,139 TCRs. The task is: Binary Classification. Given a T-cell receptor sequence (or CDR3 region) and an epitope sequence, predict whether binding occurs between them. (1) The epitope is KEIDRLNEV. The TCR CDR3 sequence is CASSFGQGLSEQFF. Result: 0 (the TCR does not bind to the epitope). (2) The epitope is GILGFVFTL. The TCR CDR3 sequence is CASSLIFPSGEQYF. Result: 1 (the TCR binds to the epitope). (3) The epitope is TSNQVAVLY. The TCR CDR3 sequence is CSVAGTGKVYNEQFF. Result: 0 (the TCR does not bind to the epitope). (4) Result: 0 (the TCR does not bind to the epitope). The epitope is FADDLNQLTGY. The TCR CDR3 sequence is CASSFTWTSGGATDTQYF.